This data is from Forward reaction prediction with 1.9M reactions from USPTO patents (1976-2016). The task is: Predict the product of the given reaction. (1) Given the reactants [CH3:1][C:2]1[N:3]=[C:4]([S:8][CH2:9][C:10]2[N:15]=[C:14]([NH2:16])[CH:13]=[C:12]([N:17]3[CH2:22][CH2:21][O:20][CH2:19][CH2:18]3)[CH:11]=2)[O:5][C:6]=1[CH3:7].[C:23]([O:27][C:28]([N:30]1[CH2:35][CH2:34][CH2:33][CH:32]([CH:36]=O)[CH2:31]1)=[O:29])([CH3:26])([CH3:25])[CH3:24].C(O[BH-](OC(=O)C)OC(=O)C)(=O)C.[Na+].C(=O)([O-])O.[Na+], predict the reaction product. The product is: [C:23]([O:27][C:28]([N:30]1[CH2:35][CH2:34][CH2:33][CH:32]([CH2:36][NH:16][C:14]2[CH:13]=[C:12]([N:17]3[CH2:18][CH2:19][O:20][CH2:21][CH2:22]3)[CH:11]=[C:10]([CH2:9][S:8][C:4]3[O:5][C:6]([CH3:7])=[C:2]([CH3:1])[N:3]=3)[N:15]=2)[CH2:31]1)=[O:29])([CH3:26])([CH3:24])[CH3:25]. (2) The product is: [CH3:35][O:36][C:37]1[CH:38]=[C:39]2[C:40](=[CH:41][CH:42]=1)[NH:43][C:22]([C:24]1[CH:29]=[CH:28][C:27]([N+:30]([O-:32])=[O:31])=[CH:26][CH:25]=1)=[C:21]2[CH2:20][CH2:19][CH2:18][N:15]1[CH2:16][CH2:17][CH:12]([C:8]2[CH:7]=[C:6]([NH:5][C:3](=[O:4])[CH:2]([CH3:1])[CH3:33])[CH:11]=[CH:10][CH:9]=2)[CH2:13][CH2:14]1. Given the reactants [CH3:1][CH:2]([CH3:33])[C:3]([NH:5][C:6]1[CH:11]=[CH:10][CH:9]=[C:8]([CH:12]2[CH2:17][CH2:16][N:15]([CH2:18][CH2:19][CH2:20][CH2:21][C:22]([C:24]3[CH:29]=[CH:28][C:27]([N+:30]([O-:32])=[O:31])=[CH:26][CH:25]=3)=O)[CH2:14][CH2:13]2)[CH:7]=1)=[O:4].Cl.[CH3:35][O:36][C:37]1[CH:42]=[CH:41][C:40]([NH:43]N)=[CH:39][CH:38]=1, predict the reaction product. (3) Given the reactants [F:1][C:2]1[CH:7]=[CH:6][C:5]([F:8])=[CH:4][C:3]=1[CH:9]([S:20]([C:23]1[CH:28]=[CH:27][C:26]([F:29])=[C:25]([CH3:30])[CH:24]=1)(=[O:22])=[O:21])[C:10]1[C:11]([CH3:19])=[CH:12][C:13]([C:16]([OH:18])=O)=[N:14][CH:15]=1.[NH2:31][CH2:32][CH2:33][OH:34].Cl.C(N=C=NCCCN(C)C)C.ON1C2C=CC=CC=2N=N1.C(N(CC)CC)C, predict the reaction product. The product is: [F:1][C:2]1[CH:7]=[CH:6][C:5]([F:8])=[CH:4][C:3]=1[CH:9]([S:20]([C:23]1[CH:28]=[CH:27][C:26]([F:29])=[C:25]([CH3:30])[CH:24]=1)(=[O:21])=[O:22])[C:10]1[C:11]([CH3:19])=[CH:12][C:13]([C:16]([NH:31][CH2:32][CH2:33][OH:34])=[O:18])=[N:14][CH:15]=1. (4) Given the reactants [CH3:1][N:2]([CH3:28])[C:3]1[CH:8]=[CH:7][C:6]([CH:9]([C:19]2[C:27]3[C:22](=[CH:23][CH:24]=[CH:25][CH:26]=3)[NH:21][CH:20]=2)[CH2:10][C:11]([C:13]2[CH:18]=[CH:17][N:16]=[CH:15][CH:14]=2)=O)=[CH:5][CH:4]=1.Cl.[NH2:30][OH:31].C([O-])(O)=O.[Na+], predict the reaction product. The product is: [CH3:1][N:2]([CH3:28])[C:3]1[CH:8]=[CH:7][C:6]([CH:9]([C:19]2[C:27]3[C:22](=[CH:23][CH:24]=[CH:25][CH:26]=3)[NH:21][CH:20]=2)[CH2:10][C:11]([C:13]2[CH:18]=[CH:17][N:16]=[CH:15][CH:14]=2)=[N:30][OH:31])=[CH:5][CH:4]=1. (5) Given the reactants Cl.Cl.[NH2:3][CH2:4][C@@:5]1([OH:13])[CH:10]2[CH2:11][CH2:12][N:7]([CH2:8][CH2:9]2)[CH2:6]1.C(=O)([O-])[O-].[Cs+].[Cs+].[N:20]([C:23]1[CH:28]=[C:27]([CH2:29][O:30][CH3:31])[N:26]=[CH:25][N:24]=1)=[C:21]=S.C(N=C=NC(C)C)(C)C, predict the reaction product. The product is: [CH3:31][O:30][CH2:29][C:27]1[N:26]=[CH:25][N:24]=[C:23]([NH:20][C:21]2[O:13][C@:5]3([CH2:4][N:3]=2)[CH:10]2[CH2:9][CH2:8][N:7]([CH2:12][CH2:11]2)[CH2:6]3)[CH:28]=1.